Dataset: Catalyst prediction with 721,799 reactions and 888 catalyst types from USPTO. Task: Predict which catalyst facilitates the given reaction. (1) Reactant: Br[CH:2]([C:23]1[CH:28]=[CH:27][CH:26]=[CH:25][CH:24]=1)[C:3]([C:5]1[CH:10]=[CH:9][C:8]([C:11]2([NH:15][C:16](=[O:22])[O:17][C:18]([CH3:21])([CH3:20])[CH3:19])[CH2:14][CH2:13][CH2:12]2)=[CH:7][CH:6]=1)=O.[NH2:29][C:30]1[N:35]=[N:34][C:33]([C:36]([O:38][CH2:39][CH3:40])=[O:37])=[CH:32][CH:31]=1.C(N(CC)C(C)C)(C)C. Product: [C:18]([O:17][C:16]([NH:15][C:11]1([C:8]2[CH:7]=[CH:6][C:5]([C:3]3[N:29]=[C:30]4[CH:31]=[CH:32][C:33]([C:36]([O:38][CH2:39][CH3:40])=[O:37])=[N:34][N:35]4[C:2]=3[C:23]3[CH:24]=[CH:25][CH:26]=[CH:27][CH:28]=3)=[CH:10][CH:9]=2)[CH2:12][CH2:13][CH2:14]1)=[O:22])([CH3:20])([CH3:19])[CH3:21]. The catalyst class is: 32. (2) Product: [C:16]([O:20][C:21](=[O:28])[NH:22][C@@H:23]([CH2:26][NH:27][C:13]1[CH:12]=[CH:11][N:10]=[C:9]([C:4]2[CH:3]=[C:2]([Br:1])[CH:7]=[CH:6][C:5]=2[OH:8])[N:14]=1)[CH2:24][CH3:25])([CH3:17])([CH3:18])[CH3:19]. The catalyst class is: 80. Reactant: [Br:1][C:2]1[CH:7]=[CH:6][C:5]([OH:8])=[C:4]([C:9]2[N:14]=[C:13](Cl)[CH:12]=[CH:11][N:10]=2)[CH:3]=1.[C:16]([O:20][C:21](=[O:28])[NH:22][C@@H:23]([CH2:26][NH2:27])[CH2:24][CH3:25])([CH3:19])([CH3:18])[CH3:17].C(N(CC)CC)C.O. (3) Reactant: Cl.[F:2][C:3]1[CH:4]=[C:5]([CH:32]=[CH:33][C:34]=1[O:35][CH3:36])[CH2:6][N:7]1[C:12]2[CH:13]=[C:14]([C:16]3[CH:21]=[CH:20][C:19]([F:22])=[CH:18][C:17]=3[CH3:23])[S:15][C:11]=2[C:10](=[O:24])[N:9]([CH:25]2[CH2:30][CH2:29][NH:28][CH2:27][CH2:26]2)[C:8]1=[O:31].[CH2:37]([O:39][C:40]1[C:49]([O:50][CH3:51])=[CH:48][C:47]2[C:46]([C:52]3[CH:60]=[CH:59][C:55]([C:56](O)=[O:57])=[CH:54][CH:53]=3)=[N:45][C@@H:44]3[CH2:61][CH2:62][S:63][CH2:64][C@@H:43]3[C:42]=2[CH:41]=1)[CH3:38].CN(C(ON1N=NC2C=CC=NC1=2)=[N+](C)C)C.F[P-](F)(F)(F)(F)F.CCN(C(C)C)C(C)C. Product: [CH2:37]([O:39][C:40]1[C:49]([O:50][CH3:51])=[CH:48][C:47]2[C:46]([C:52]3[CH:53]=[CH:54][C:55]([C:56]([N:28]4[CH2:27][CH2:26][CH:25]([N:9]5[C:10](=[O:24])[C:11]6[S:15][C:14]([C:16]7[CH:21]=[CH:20][C:19]([F:22])=[CH:18][C:17]=7[CH3:23])=[CH:13][C:12]=6[N:7]([CH2:6][C:5]6[CH:32]=[CH:33][C:34]([O:35][CH3:36])=[C:3]([F:2])[CH:4]=6)[C:8]5=[O:31])[CH2:30][CH2:29]4)=[O:57])=[CH:59][CH:60]=3)=[N:45][C@@H:44]3[CH2:61][CH2:62][S:63][CH2:64][C@@H:43]3[C:42]=2[CH:41]=1)[CH3:38]. The catalyst class is: 2. (4) Reactant: C([O:3][C:4](=O)[C:5]1[CH:10]=[CH:9][C:8]([Br:11])=[CH:7][CH:6]=1)C.C(O)C.O.[NH2:17][NH2:18]. Product: [Br:11][C:8]1[CH:9]=[CH:10][C:5]([C:4]([NH:17][NH2:18])=[O:3])=[CH:6][CH:7]=1. The catalyst class is: 6. (5) Reactant: [F:1][C:2]1[CH:10]=[C:9]2[C:5]([C:6]([C:20]3[CH:21]=[N:22][N:23]([CH2:25][CH2:26][NH:27]C(=O)OC(C)(C)C)[CH:24]=3)=[CH:7][N:8]2[S:11]([C:14]2[CH:19]=[CH:18][CH:17]=[CH:16][CH:15]=2)(=[O:13])=[O:12])=[CH:4][CH:3]=1.[ClH:35]. Product: [ClH:35].[F:1][C:2]1[CH:10]=[C:9]2[C:5]([C:6]([C:20]3[CH:21]=[N:22][N:23]([CH2:25][CH2:26][NH2:27])[CH:24]=3)=[CH:7][N:8]2[S:11]([C:14]2[CH:15]=[CH:16][CH:17]=[CH:18][CH:19]=2)(=[O:13])=[O:12])=[CH:4][CH:3]=1. The catalyst class is: 12. (6) Reactant: [NH2:1][C:2]1[C:11]([N+:12]([O-])=O)=[CH:10][C:5]([C:6]([O:8][CH3:9])=[O:7])=[C:4]([CH2:15][O:16][CH3:17])[CH:3]=1.[Cl-].[NH4+].O1CCCC1.CO. Product: [NH2:1][C:2]1[C:11]([NH2:12])=[CH:10][C:5]([C:6]([O:8][CH3:9])=[O:7])=[C:4]([CH2:15][O:16][CH3:17])[CH:3]=1. The catalyst class is: 6.